This data is from Forward reaction prediction with 1.9M reactions from USPTO patents (1976-2016). The task is: Predict the product of the given reaction. (1) Given the reactants [H-].[Na+].[Br:3][C:4]1[CH:9]=[CH:8][N:7]=[C:6]2[NH:10][C:11]([CH3:13])=[CH:12][C:5]=12.[CH3:14]I, predict the reaction product. The product is: [Br:3][C:4]1[CH:9]=[CH:8][N:7]=[C:6]2[N:10]([CH3:14])[C:11]([CH3:13])=[CH:12][C:5]=12. (2) Given the reactants [CH:1]([O:4][C:5]1[C:10]2[CH2:11][CH2:12][CH2:13][C:14]([C:17]3[CH:22]=[C:21]([O:23][CH3:24])[C:20]([O:25][CH3:26])=[C:19]([O:27][CH3:28])[CH:18]=3)(O)[CH2:15][C:9]=2[CH:8]=[CH:7][C:6]=1[O:29][CH3:30])([CH3:3])[CH3:2], predict the reaction product. The product is: [CH:1]([O:4][C:5]1[C:10]2[CH2:11][CH2:12][CH2:13][C:14]([C:17]3[CH:22]=[C:21]([O:23][CH3:24])[C:20]([O:25][CH3:26])=[C:19]([O:27][CH3:28])[CH:18]=3)=[CH:15][C:9]=2[CH:8]=[CH:7][C:6]=1[O:29][CH3:30])([CH3:3])[CH3:2].